From a dataset of Experimentally validated miRNA-target interactions with 360,000+ pairs, plus equal number of negative samples. Binary Classification. Given a miRNA mature sequence and a target amino acid sequence, predict their likelihood of interaction. (1) The miRNA is mmu-miR-693-3p with sequence GCAGCUUUCAGAUGUGGCUGUAA. The protein sequence of the target gene is MSRRKQGKPQHLSKREFSPEPLEAILTDDEPDHGPLGAPEGDHDLLTCGQCQMNFPLGDILIFIEHKRKQCNGSLCLEKGVDKPPSPSPIEMKKASNPVEVGIQVTPEDDDCLSTSSRGICPKQEHIADKLLHWRGLSSPRSAHGALIPTPGMSAEYAPQGICKDEPSSYTCTTCKQPFTSAWFLLQHAQNTHGLRIYLESEHGSPLTPRVGIPSGLGAECPSQPPLHGIHIADNNPFNLLRIPGSVSREASGLAEGRFPPTPPLFSPPPRHHLDPHRIERLGAEEMALATHHPSAFDRV.... Result: 0 (no interaction). (2) The miRNA is hsa-miR-187-5p with sequence GGCUACAACACAGGACCCGGGC. The protein sequence of the target gene is MSRRSMLLAWALPSLLRLGAAQETEDPACCSPIVPRNEWKALASECAQHLSLPLRYVVVSHTAGSSCNTPASCQQQARNVQHYHMKTLGWCDVGYNFLIGEDGLVYEGRGWNFTGAHSGHLWNPMSIGISFMGNYMDRVPTPQAIRAAQGLLACGVAQGALRSNYVLKGHRDVQRTLSPGNQLYHLIQNWPHYRSP. Result: 0 (no interaction). (3) The miRNA is hsa-miR-186-5p with sequence CAAAGAAUUCUCCUUUUGGGCU. The protein sequence of the target gene is MNDWMPIAKEYDPLKAGSIDGTDEDPHDRAVWRAMLARYVPNKGVIGDPLLTLFVARLNLQTKEDKLKEVFSRYGDIRRLRLVRDLVTGFSKGYAFIEYKEERAVIKAYRDADGLVIDQHEIFVDYELERTLKGWIPRRLGGGLGGKKESGQLRFGGRDRPFRKPINLPVVKNDLYREGKRERRERSRSRERHWDSRTRDRDHDRGREKRWQEREPTRVWPDNDWERERDFRDDRIKGREKKERGK. Result: 1 (interaction). (4) The miRNA is hsa-miR-335-5p with sequence UCAAGAGCAAUAACGAAAAAUGU. The protein sequence of the target gene is MRRRPPSRGGRGAARARETRRQPRHRSGRRMAEAISCTLNCSCQSFKPGKINHRQCDQCKHGWVAHALSKLRIPPMYPTSQVEIVQSNVVFDISSLMLYGTQAIPVRLKILLDRLFSVLKQDEVLQILHALDWTLQDYIRGYVLQDASGKVLDHWSIMTSEEEVATLQQFLRFGETKSIVELMAIQEKEEQSIIIPPSTANVDIRAFIESCSHRSSSLPTPVDKGNPSSIHPFENLISNMTFMLPFQFFNPLPPALIGSLPEQYMLEQGHDQSQDPKQEVHGPFPDSSFLTSSSTPFQVE.... Result: 1 (interaction). (5) The miRNA is hsa-let-7d-5p with sequence AGAGGUAGUAGGUUGCAUAGUU. The protein sequence of the target gene is MESMGRQDRRLHQQLKESSSRFQTLMKRLIAKYNQPFEDDPLVEMRTLTYETPQGLRVWGGKLMKKEDKEYTQVIDRLNGQAPEGDSESSGADTSLEENWPSCSSAMREASGDPRQRQPAVPGNTLETDLRRKYLTQVDILPQDEEYFKNAEKRGGKDTVMTWVPSVTSSVTPASGCQDAISAKSSGGPEVSALSSRGQGPSYPCPADMAIVARSDGLSLLGTSSNSVSSQSFEVDDLCNVTISDLYEGMMHSMSRLLRSKPSCIISTKTYINQSWKLRRRPSRKQGLHKNRTHCPRSKP.... Result: 0 (no interaction).